Predict the reactants needed to synthesize the given product. From a dataset of Full USPTO retrosynthesis dataset with 1.9M reactions from patents (1976-2016). (1) Given the product [F:7][C:8]1[CH:9]=[CH:10][C:11]([O:14][C:15]2[CH:16]=[C:17]([C:18]([NH:32][C:33]3[N:34]=[CH:35][C:36]([C:37]([O:39][CH3:40])=[O:38])=[CH:41][CH:42]=3)=[O:19])[CH:21]=[C:22]([O:24][CH2:25][C:26]3[CH:31]=[CH:30][CH:29]=[CH:28][CH:27]=3)[CH:23]=2)=[CH:12][CH:13]=1, predict the reactants needed to synthesize it. The reactants are: C(Cl)(=O)C(Cl)=O.[F:7][C:8]1[CH:13]=[CH:12][C:11]([O:14][C:15]2[CH:16]=[C:17]([CH:21]=[C:22]([O:24][CH2:25][C:26]3[CH:31]=[CH:30][CH:29]=[CH:28][CH:27]=3)[CH:23]=2)[C:18](O)=[O:19])=[CH:10][CH:9]=1.[NH2:32][C:33]1[CH:42]=[CH:41][C:36]([C:37]([O:39][CH3:40])=[O:38])=[CH:35][N:34]=1.N1C=CC=CC=1. (2) Given the product [OH:11][C:12]1[CH:45]=[CH:44][C:43]([O:46][CH3:47])=[CH:42][C:13]=1[C:14]([NH:16][C:17]1[CH:26]=[C:25]([C:27]2[CH:32]=[CH:31][CH:30]=[CH:29][C:28]=2[NH:33][CH3:34])[CH:24]=[CH:23][C:18]=1[C:19]([OH:21])=[O:20])=[O:15], predict the reactants needed to synthesize it. The reactants are: FC(F)(F)C(O)=O.C([O:11][C:12]1[CH:45]=[CH:44][C:43]([O:46][CH3:47])=[CH:42][C:13]=1[C:14]([NH:16][C:17]1[CH:26]=[C:25]([C:27]2[CH:32]=[CH:31][CH:30]=[CH:29][C:28]=2[N:33](C(OC(C)(C)C)=O)[CH3:34])[CH:24]=[CH:23][C:18]=1[C:19]([O:21]C)=[O:20])=[O:15])(=O)C. (3) The reactants are: [CH3:1][C:2]1[C:7]([CH3:8])=[CH:6][CH:5]=[CH:4][C:3]=1[NH:9][C:10](=[O:14])[CH:11]=NO.CS(O)(=O)=[O:17]. Given the product [CH3:8][C:7]1[C:2]([CH3:1])=[C:3]2[C:4]([C:11](=[O:17])[C:10](=[O:14])[NH:9]2)=[CH:5][CH:6]=1, predict the reactants needed to synthesize it. (4) Given the product [CH3:16][N:17]([CH3:35])[C:18]1[N:23]=[CH:22][C:21]([CH2:24][N:25]([C:26]2[CH:31]=[CH:30][C:29]([CH:32]([CH3:33])[CH3:34])=[CH:28][CH:27]=2)[C:13]([CH:10]2[C:11]3[C:6](=[CH:5][CH:4]=[C:3]([O:2][CH3:1])[CH:12]=3)[CH2:7][CH2:8][CH2:9]2)=[O:15])=[CH:20][CH:19]=1, predict the reactants needed to synthesize it. The reactants are: [CH3:1][O:2][C:3]1[CH:12]=[C:11]2[C:6]([CH2:7][CH2:8][CH2:9][CH:10]2[C:13]([OH:15])=O)=[CH:5][CH:4]=1.[CH3:16][N:17]([CH3:35])[C:18]1[N:23]=[CH:22][C:21]([CH2:24][NH:25][C:26]2[CH:31]=[CH:30][C:29]([CH:32]([CH3:34])[CH3:33])=[CH:28][CH:27]=2)=[CH:20][CH:19]=1. (5) Given the product [OH:1][CH:2]([CH3:7])[CH2:3][C:4]([N:42]1[CH2:47][CH2:46][CH:45]([CH2:48][N:49]2[C:57]3[C:52](=[CH:53][C:54]([C:58]4[CH:59]=[N:60][N:61]([CH:63]5[CH2:68][CH2:67][CH2:66][CH2:65][O:64]5)[CH:62]=4)=[CH:55][CH:56]=3)[CH:51]=[CH:50]2)[CH2:44][CH2:43]1)=[O:6], predict the reactants needed to synthesize it. The reactants are: [OH:1][CH:2]([CH3:7])[CH2:3][C:4]([OH:6])=O.F[P-](F)(F)(F)(F)F.N1(O[P+](N(C)C)(N(C)C)N(C)C)C2C=CC=CC=2N=N1.C(N(CC)CC)C.[NH:42]1[CH2:47][CH2:46][CH:45]([CH2:48][N:49]2[C:57]3[C:52](=[CH:53][C:54]([C:58]4[CH:59]=[N:60][N:61]([CH:63]5[CH2:68][CH2:67][CH2:66][CH2:65][O:64]5)[CH:62]=4)=[CH:55][CH:56]=3)[CH:51]=[CH:50]2)[CH2:44][CH2:43]1. (6) Given the product [Cl:11][C:9]1[C:8]([C:12]2[CH:17]=[N:16][CH:15]=[CH:14][N:13]=2)=[CH:7][C:6](/[CH:18]=[CH:19]/[C:20]([N:37]2[CH:31]3[CH2:30][N:29]([CH2:28][C:27]4[CH:38]=[CH:39][C:24]([F:23])=[CH:25][CH:26]=4)[CH2:36][CH:35]2[CH2:34][O:33][CH2:32]3)=[O:22])=[C:5]([NH:4][C:1](=[O:3])[CH3:2])[CH:10]=1, predict the reactants needed to synthesize it. The reactants are: [C:1]([NH:4][C:5]1[CH:10]=[C:9]([Cl:11])[C:8]([C:12]2[CH:17]=[N:16][CH:15]=[CH:14][N:13]=2)=[CH:7][C:6]=1/[CH:18]=[CH:19]/[C:20]([OH:22])=O)(=[O:3])[CH3:2].[F:23][C:24]1[CH:39]=[CH:38][C:27]([CH2:28][N:29]2[CH2:36][CH:35]3[NH:37][CH:31]([CH2:32][O:33][CH2:34]3)[CH2:30]2)=[CH:26][CH:25]=1. (7) Given the product [CH2:1]([O:3][C@@H:4]([CH2:10][C:11]1[CH:12]=[CH:13][C:14]([O:17][CH2:18]/[CH:19]=[CH:20]/[C:21]2[CH:26]=[C:25]([C:27]3[CH:28]=[CH:29][CH:30]=[CH:31][CH:32]=3)[CH:24]=[C:23]([C:33]3[CH:34]=[CH:35][CH:36]=[CH:37][CH:38]=3)[CH:22]=2)=[CH:15][CH:16]=1)[C:5]([OH:7])=[O:6])[CH3:2], predict the reactants needed to synthesize it. The reactants are: [CH2:1]([O:3][C@@H:4]([CH2:10][C:11]1[CH:16]=[CH:15][C:14]([O:17][CH2:18]/[CH:19]=[CH:20]/[C:21]2[CH:22]=[C:23]([C:33]3[CH:38]=[CH:37][CH:36]=[CH:35][CH:34]=3)[CH:24]=[C:25]([C:27]3[CH:32]=[CH:31][CH:30]=[CH:29][CH:28]=3)[CH:26]=2)=[CH:13][CH:12]=1)[C:5]([O:7]CC)=[O:6])[CH3:2].[OH-].[Na+].